This data is from Reaction yield outcomes from USPTO patents with 853,638 reactions. The task is: Predict the reaction yield, written as a fraction of the theoretical maximum amount of product (1.0 means a 100% yield; for example, 0.34 means a 34% yield). (1) The reactants are [Br:1][C:2]1[CH:7]=[CH:6][C:5]([NH2:8])=[C:4]([C:9]2[CH2:14][CH2:13][CH2:12][CH2:11][CH:10]=2)[CH:3]=1.[C:15]([C:17]1[N:18]=[C:19]([C:30]([O-])=[O:31])[N:20]([CH2:22][O:23][CH2:24][CH2:25][Si:26]([CH3:29])([CH3:28])[CH3:27])[CH:21]=1)#[N:16].[K+].F[P-](F)(F)(F)(F)F.Br[P+](N1CCCC1)(N1CCCC1)N1CCCC1.C(N(CC)C(C)C)(C)C. The catalyst is CN(C=O)C.CCOC(C)=O. The product is [Br:1][C:2]1[CH:7]=[CH:6][C:5]([NH:8][C:30]([C:19]2[N:20]([CH2:22][O:23][CH2:24][CH2:25][Si:26]([CH3:29])([CH3:28])[CH3:27])[CH:21]=[C:17]([C:15]#[N:16])[N:18]=2)=[O:31])=[C:4]([C:9]2[CH2:14][CH2:13][CH2:12][CH2:11][CH:10]=2)[CH:3]=1. The yield is 0.900. (2) The reactants are C(NC(C)C)(C)C.[Li]CCCC.CCCCCC.[Br:19][C:20]1[CH:25]=[CH:24][CH:23]=[C:22]([F:26])[CH:21]=1.[C:27]1(=[O:33])[CH2:32][CH2:31][CH2:30][CH2:29][CH2:28]1. The catalyst is C1COCC1. The product is [Br:19][C:20]1[CH:25]=[CH:24][CH:23]=[C:22]([F:26])[C:21]=1[C:27]1([OH:33])[CH2:32][CH2:31][CH2:30][CH2:29][CH2:28]1. The yield is 0.290. (3) The reactants are Cl[C:2]([O:4][CH3:5])=[O:3].FC(F)(F)C(O)=O.[NH2:13][CH2:14][CH2:15][NH:16][C:17]1[N:26]=[C:25]([N:27]([C:29]2[CH:34]=[CH:33][C:32]([O:35][CH3:36])=[CH:31][CH:30]=2)[CH3:28])[C:24]2[C:19](=[CH:20][CH:21]=[C:22]([CH3:37])[CH:23]=2)[N:18]=1.CCN(C(C)C)C(C)C. The catalyst is C1COCC1. The product is [CH3:5][O:4][C:2](=[O:3])[NH:13][CH2:14][CH2:15][NH:16][C:17]1[N:26]=[C:25]([N:27]([C:29]2[CH:30]=[CH:31][C:32]([O:35][CH3:36])=[CH:33][CH:34]=2)[CH3:28])[C:24]2[C:19](=[CH:20][CH:21]=[C:22]([CH3:37])[CH:23]=2)[N:18]=1. The yield is 0.600.